Predict the reaction yield, written as a fraction of the theoretical maximum amount of product (1.0 means a 100% yield; for example, 0.34 means a 34% yield). From a dataset of Reaction yield outcomes from USPTO patents with 853,638 reactions. (1) The reactants are [N:1]([C:4]1[CH:15]=[CH:14][C:7]([O:8][CH2:9][CH2:10][N:11]([CH3:13])[CH3:12])=[CH:6][CH:5]=1)=[C:2]=[S:3].[N:16]#[C:17][NH2:18].CC(C)([O-])C.[K+].Br[CH2:26][C:27]([C:29]1[CH:34]=[CH:33][CH:32]=[C:31]([O:35][CH3:36])[CH:30]=1)=[O:28]. The catalyst is C(#N)C.C(O)(C)(C)C.CCOCC.Cl.CCOCC. The product is [NH2:16][C:17]1[N:18]=[C:2]([NH:1][C:4]2[CH:15]=[CH:14][C:7]([O:8][CH2:9][CH2:10][N:11]([CH3:12])[CH3:13])=[CH:6][CH:5]=2)[S:3][C:26]=1[C:27]([C:29]1[CH:34]=[CH:33][CH:32]=[C:31]([O:35][CH3:36])[CH:30]=1)=[O:28]. The yield is 0.420. (2) The reactants are C[CH:2]([OH:20])[CH2:3][O:4][CH2:5][CH2:6][O:7][CH2:8][CH2:9][O:10][CH2:11][CH2:12][O:13][CH2:14][CH2:15][O:16][CH2:17][CH2:18][OH:19].[C:21]([O:25][C:26]([CH3:29])([CH3:28])[CH3:27])(=[O:24])[CH:22]=[CH2:23].[CH2:30]1COCC1. The catalyst is [Na]. The product is [C:26]([O:25][C:21](=[O:24])[CH2:22][CH2:23][O:20][CH2:2][CH2:3][O:4][CH2:5][CH2:6][O:7][CH2:8][CH2:9][O:10][CH2:11][CH2:12][O:13][CH2:14][CH2:15][O:16][CH2:17][CH2:18][O:19][CH3:30])([CH3:29])([CH3:28])[CH3:27]. The yield is 0.580. (3) The reactants are [CH:1]([C:3]1[CH:11]=[C:7]([C:8]([OH:10])=[O:9])[C:6]([OH:12])=[CH:5][CH:4]=1)=O.[C:13](#[N:17])[CH2:14][C:15]#[N:16].C(N)C1C=CC=CC=1. The catalyst is C(O)C. The product is [C:15]([C:14]([C:13]#[N:17])=[CH:1][C:3]1[CH:4]=[CH:5][C:6]([OH:12])=[C:7]([CH:11]=1)[C:8]([OH:10])=[O:9])#[N:16]. The yield is 0.327. (4) The reactants are [CH2:1]([O:3][C:4]([C:6]1[C:7](O)=[N:8][C:9]([S:13][CH3:14])=[N:10][C:11]=1[CH3:12])=[O:5])[CH3:2].C(N(CC)C(C)C)(C)C.O.O=P(Cl)(Cl)[Cl:28]. The catalyst is C(Cl)Cl.C([O-])(O)=O.[Na+]. The product is [Cl:28][C:7]1[C:6]([C:4]([O:3][CH2:1][CH3:2])=[O:5])=[C:11]([CH3:12])[N:10]=[C:9]([S:13][CH3:14])[N:8]=1. The yield is 0.960. (5) The reactants are [C:1]1([CH:7]2[C:11]3([CH2:16][CH2:15][NH:14][CH2:13][CH2:12]3)[C:10](=[O:17])[NH:9][CH2:8]2)[CH:6]=[CH:5][CH:4]=[CH:3][CH:2]=1.[CH:18]12[O:24][CH:23]1[CH2:22][CH2:21][CH2:20][CH2:19]2. The catalyst is C(O)C. The product is [O:24]=[C:23]1[CH2:18][CH2:19][CH2:20][CH2:21][CH:22]1[N:14]1[CH2:13][CH2:12][C:11]2([C:10](=[O:17])[NH:9][CH2:8][CH:7]2[C:1]2[CH:2]=[CH:3][CH:4]=[CH:5][CH:6]=2)[CH2:16][CH2:15]1. The yield is 0.970. (6) The reactants are [N:1]1([CH2:7][CH2:8][CH2:9][CH2:10][C:11](=O)[C:12](=[N:15][NH:16][C:17]2[CH:22]=[CH:21][CH:20]=[CH:19][CH:18]=2)[C:13]#[N:14])[CH2:6][CH2:5]O[CH2:3][CH2:2]1.[OH2:24].[NH2:25][NH2:26].O. The catalyst is CCOCC.C1COCC1. The product is [N:1]1([CH2:7][CH2:8][CH2:9][CH2:10][C:11]2[C:12](=[N:15][NH:16][C:17]3[CH:18]=[CH:19][CH:20]=[CH:21][CH:22]=3)[C:13]([NH2:14])=[N:25][N:26]=2)[CH2:6][CH2:5][O:24][CH2:3][CH2:2]1. The yield is 0.510. (7) The reactants are [C:1]([O:5][P:6]([CH:13](O)[C:14]1[CH:19]=[CH:18][C:17]([C:20]2[CH:25]=[CH:24][CH:23]=[CH:22][N:21]=2)=[CH:16][CH:15]=1)(=[O:12])[O:7][C:8]([CH3:11])([CH3:10])[CH3:9])([CH3:4])([CH3:3])[CH3:2].C(N(S(F)(F)[F:33])CC)C. The catalyst is ClCCl. The product is [C:1]([O:5][P:6]([CH:13]([F:33])[C:14]1[CH:19]=[CH:18][C:17]([C:20]2[CH:25]=[CH:24][CH:23]=[CH:22][N:21]=2)=[CH:16][CH:15]=1)(=[O:12])[O:7][C:8]([CH3:11])([CH3:10])[CH3:9])([CH3:4])([CH3:3])[CH3:2]. The yield is 0.700. (8) The reactants are [O:1]=[C:2]1[C:10]2([C:14]3=[CH:15][C:16]4[O:20][CH2:19][O:18][C:17]=4[CH:21]=[C:13]3[O:12][CH2:11]2)[C:9]2[C:4](=[CH:5][CH:6]=[CH:7][CH:8]=2)[N:3]1[CH2:22][CH2:23][N:24]1C(=O)C2C(=CC=CC=2)C1=O.NN. The catalyst is CO. The product is [NH2:24][CH2:23][CH2:22][N:3]1[C:4]2[C:9](=[CH:8][CH:7]=[CH:6][CH:5]=2)[C:10]2([C:14]3=[CH:15][C:16]4[O:20][CH2:19][O:18][C:17]=4[CH:21]=[C:13]3[O:12][CH2:11]2)[C:2]1=[O:1]. The yield is 0.560. (9) The reactants are [C:1]([O:5][C:6]([N:8]1[CH:14]2[CH2:15][CH2:16][CH:9]1[CH2:10][N:11]([C:18]1[CH:19]=[N:20][C:21]([NH2:24])=[CH:22][CH:23]=1)[C:12](=[O:17])[CH2:13]2)=[O:7])([CH3:4])([CH3:3])[CH3:2].Cl[C:26]1[N:27]=[CH:28][C:29]2[CH:34]=[C:33]([C:35]([N:37]([CH3:39])[CH3:38])=[O:36])[N:32]([CH:40]3[CH2:44][CH2:43][CH2:42][CH2:41]3)[C:30]=2[N:31]=1. The catalyst is CO.C(OCC)(=O)C. The product is [C:1]([O:5][C:6]([N:8]1[CH:14]2[CH2:15][CH2:16][CH:9]1[CH2:10][N:11]([C:18]1[CH:19]=[N:20][C:21]([NH:24][C:26]3[N:27]=[CH:28][C:29]4[CH:34]=[C:33]([C:35](=[O:36])[N:37]([CH3:38])[CH3:39])[N:32]([CH:40]5[CH2:44][CH2:43][CH2:42][CH2:41]5)[C:30]=4[N:31]=3)=[CH:22][CH:23]=1)[C:12](=[O:17])[CH2:13]2)=[O:7])([CH3:4])([CH3:2])[CH3:3]. The yield is 0.950. (10) The reactants are [CH:1]1([C:4]2[C:5]([O:15][C@@H:16]3[CH2:21][CH2:20][CH2:19][NH:18][CH2:17]3)=[CH:6][C:7]([F:14])=[C:8]([CH:13]=2)[C:9]([O:11][CH3:12])=[O:10])[CH2:3][CH2:2]1.C(N(CC)CC)C.[C:29](OC(=O)C)(=[O:31])[CH3:30]. The catalyst is CN(C)C1C=CN=CC=1.ClCCl. The product is [C:29]([N:18]1[CH2:19][CH2:20][CH2:21][C@@H:16]([O:15][C:5]2[C:4]([CH:1]3[CH2:2][CH2:3]3)=[CH:13][C:8]([C:9]([O:11][CH3:12])=[O:10])=[C:7]([F:14])[CH:6]=2)[CH2:17]1)(=[O:31])[CH3:30]. The yield is 0.560.